Predict the reactants needed to synthesize the given product. From a dataset of Full USPTO retrosynthesis dataset with 1.9M reactions from patents (1976-2016). (1) Given the product [CH:30]([NH:33][CH2:3][C:2]([N:6]1[CH:10]=[C:9]([NH:11][C:12](=[O:29])[CH:13]([NH:17][C:18](=[O:28])[CH2:19][C:20]2[CH:25]=[C:24]([F:26])[CH:23]=[C:22]([F:27])[CH:21]=2)[CH2:14][CH2:15][CH3:16])[N:8]=[CH:7]1)([CH3:5])[CH3:1])([CH3:32])[CH3:31], predict the reactants needed to synthesize it. The reactants are: [CH3:1][C:2]([N:6]1[CH:10]=[C:9]([NH:11][C:12](=[O:29])[CH:13]([NH:17][C:18](=[O:28])[CH2:19][C:20]2[CH:25]=[C:24]([F:26])[CH:23]=[C:22]([F:27])[CH:21]=2)[CH2:14][CH2:15][CH3:16])[N:8]=[CH:7]1)([CH3:5])[CH:3]=O.[CH:30]([NH2:33])([CH3:32])[CH3:31]. (2) Given the product [C:30]1([S:36][CH2:2][CH2:3][N:4]2[C:12]3[CH:11]=[CH:10][CH:9]=[CH:8][C:7]=3[C:6]3[CH2:13][CH2:14][N:15]([C:18]([O:20][C:21]([CH3:24])([CH3:23])[CH3:22])=[O:19])[CH2:16][CH2:17][C:5]2=3)[CH:35]=[CH:34][CH:33]=[CH:32][CH:31]=1, predict the reactants needed to synthesize it. The reactants are: O[CH2:2][CH2:3][N:4]1[C:12]2[CH:11]=[CH:10][CH:9]=[CH:8][C:7]=2[C:6]2[CH2:13][CH2:14][N:15]([C:18]([O:20][C:21]([CH3:24])([CH3:23])[CH3:22])=[O:19])[CH2:16][CH2:17][C:5]1=2.CS(Cl)(=O)=O.[C:30]1([SH:36])[CH:35]=[CH:34][CH:33]=[CH:32][CH:31]=1.[OH-].[K+].